Task: Regression/Classification. Given a drug SMILES string, predict its absorption, distribution, metabolism, or excretion properties. Task type varies by dataset: regression for continuous measurements (e.g., permeability, clearance, half-life) or binary classification for categorical outcomes (e.g., BBB penetration, CYP inhibition). For this dataset (clearance_microsome_az), we predict log10(clearance) (log10 of the in vitro intrinsic clearance, CLint, in uL/min per mg of human liver microsomal protein, equivalently mL/min/g; values are censored to the assay range of 3 to 150, which is 0.477 to 2.18 on this log10 scale).. Dataset: Microsomal clearance measurements from AstraZeneca (1) The drug is COc1ccc(CCN(C)CCCC(C#N)(c2ccc(OC)c(OC)c2)C(C)C)cc1OC. The log10(clearance) is 2.11. (2) The drug is C[C@]12CC[C@H]3[C@@H](C=CC4=CC(=O)CC[C@@]43C)[C@@H]1CC[C@@]21CCC(=O)O1. The log10(clearance) is 1.16.